This data is from Reaction yield outcomes from USPTO patents with 853,638 reactions. The task is: Predict the reaction yield, written as a fraction of the theoretical maximum amount of product (1.0 means a 100% yield; for example, 0.34 means a 34% yield). (1) The reactants are C[O:2][C:3]1[CH:20]=[CH:19][C:6]([CH2:7][C:8]2[S:9][C:10]([C:13]3[CH:18]=[CH:17][CH:16]=[CH:15][CH:14]=3)=[CH:11][CH:12]=2)=[CH:5][CH:4]=1.B(Br)(Br)Br. No catalyst specified. The product is [C:13]1([C:10]2[S:9][C:8]([CH2:7][C:6]3[CH:5]=[CH:4][C:3]([OH:2])=[CH:20][CH:19]=3)=[CH:12][CH:11]=2)[CH:14]=[CH:15][CH:16]=[CH:17][CH:18]=1. The yield is 0.990. (2) The reactants are C(O[C:9]([N:11]([CH2:13][C:14]1[C:22]2[C:17](=[CH:18][CH:19]=[CH:20][CH:21]=2)[N:16]([CH:23](C)[CH3:24])[CH:15]=1)C)=O)C1C=CC=CC=1.C(OC(N(CC1C2C(=CC=CC=2)N(CC2C=CC=CC=2)C=1)C)=O)C1C=CC=CC=1. No catalyst specified. The product is [CH2:23]([N:16]1[C:17]2[C:22](=[CH:21][CH:20]=[CH:19][CH:18]=2)[C:14]([CH2:13][NH:11][CH3:9])=[CH:15]1)[CH3:24]. The yield is 0.820. (3) The reactants are Cl.[Cl:2][C:3]1[CH:8]=[C:7]([F:9])[CH:6]=[CH:5][C:4]=1[NH:10]N.[CH2:12]1[CH2:19][C:17](=O)[C:15](=[O:16])[CH2:14][CH2:13]1. The catalyst is CO.CC(O)=O.Cl. The product is [Cl:2][C:3]1[CH:8]=[C:7]([F:9])[CH:6]=[C:5]2[C:4]=1[NH:10][C:14]1[C:15](=[O:16])[CH2:17][CH2:19][CH2:12][C:13]2=1. The yield is 0.550. (4) The reactants are [OH:1][C:2]1([C:20]#[C:21]/[C:22](/[C:29]([F:32])([F:31])[F:30])=[CH:23]\[C:24]([O:26][CH2:27][CH3:28])=[O:25])[C:13]([CH3:18])([C:14]([F:17])([F:16])[F:15])[CH2:12][C:5]2(OC(C)C(C)[O:6]2)[CH:4]=[C:3]1[CH3:19].O. The catalyst is CC(C)=O.Cl. The yield is 0.710. The product is [OH:1][C:2]1([C:20]#[C:21]/[C:22](/[C:29]([F:30])([F:31])[F:32])=[CH:23]\[C:24]([O:26][CH2:27][CH3:28])=[O:25])[C:13]([CH3:18])([C:14]([F:17])([F:16])[F:15])[CH2:12][C:5](=[O:6])[CH:4]=[C:3]1[CH3:19]. (5) The reactants are Cl[C:2]1[CH:3]=[CH:4][C:5]([N+:10]([O-:12])=[O:11])=[C:6]([O:8][CH3:9])[CH:7]=1.[CH3:13][PH:14](=[O:16])[CH3:15].P([O-])([O-])([O-])=O.[K+].[K+].[K+]. The catalyst is CN(C=O)C.C([O-])(=O)C.[Pd+2].C([O-])(=O)C. The product is [CH3:9][O:8][C:6]1[CH:7]=[C:2]([P:14](=[O:16])([CH3:15])[CH3:13])[CH:3]=[CH:4][C:5]=1[N+:10]([O-:12])=[O:11]. The yield is 0.300. (6) The reactants are Cl.[CH3:2][O:3][C:4](=[O:11])[C@H:5]([CH2:7][CH:8]([CH3:10])[CH3:9])[NH2:6].[C:12](O[C:12]([O:14][C:15]([CH3:18])([CH3:17])[CH3:16])=[O:13])([O:14][C:15]([CH3:18])([CH3:17])[CH3:16])=[O:13].C(N(CC)CC)C. The catalyst is C(OCC)(=O)C. The product is [CH3:2][O:3][C:4](=[O:11])[C@H:5]([CH2:7][CH:8]([CH3:10])[CH3:9])[NH:6][C:12]([O:14][C:15]([CH3:18])([CH3:17])[CH3:16])=[O:13]. The yield is 0.990. (7) The reactants are [C:1]([C:3]1[CH:4]=[CH:5][C:6]([O:26][CH3:27])=[C:7]([C:9]2[NH:13][N:12]=[CH:11][C:10]=2[NH:14][C:15]([C:17]2[CH:18]=[N:19][N:20]3[CH:25]=[CH:24][CH:23]=[N:22][C:21]=23)=[O:16])[CH:8]=1)#[N:2].[CH3:28][C:29]1([O:32][CH2:31]1)[CH3:30].C(=O)([O-])[O-].[Cs+].[Cs+]. The catalyst is CN(C=O)C.C(OCC)(=O)C. The product is [C:1]([C:3]1[CH:4]=[CH:5][C:6]([O:26][CH3:27])=[C:7]([C:9]2[C:10]([NH:14][C:15]([C:17]3[CH:18]=[N:19][N:20]4[CH:25]=[CH:24][CH:23]=[N:22][C:21]=34)=[O:16])=[CH:11][N:12]([CH2:28][C:29]([OH:32])([CH3:31])[CH3:30])[N:13]=2)[CH:8]=1)#[N:2]. The yield is 0.110. (8) The reactants are Br[Si](C)(C)C.[CH2:6]([O:13][C@H:14]1[C@H:19]([O:20][CH2:21][C:22]2[CH:27]=[CH:26][CH:25]=[CH:24][CH:23]=2)[C@H:18]([O:28][CH2:29][C:30]2[CH:35]=[CH:34][CH:33]=[CH:32][CH:31]=2)[C@H:17]([CH3:36])[O:16][C@@H:15]1[CH2:37][P:38](=[O:45])([O:42]CC)[O:39]CC)[C:7]1[CH:12]=[CH:11][CH:10]=[CH:9][CH:8]=1. The catalyst is C(Cl)Cl. The product is [CH2:6]([O:13][C@H:14]1[C@H:19]([O:20][CH2:21][C:22]2[CH:27]=[CH:26][CH:25]=[CH:24][CH:23]=2)[C@H:18]([O:28][CH2:29][C:30]2[CH:31]=[CH:32][CH:33]=[CH:34][CH:35]=2)[C@H:17]([CH3:36])[O:16][C@@H:15]1[CH2:37][P:38](=[O:39])([OH:42])[OH:45])[C:7]1[CH:8]=[CH:9][CH:10]=[CH:11][CH:12]=1. The yield is 1.04. (9) The reactants are [O:1]([C:8]1[CH:14]=[CH:13][CH:12]=[CH:11][C:9]=1[NH2:10])[C:2]1[CH:7]=[CH:6][CH:5]=[CH:4][CH:3]=1.C(N(C(C)C)CC)(C)C.[C:24](=[O:29])=[N:25][C:26](Cl)=[O:27].[NH2:30][C:31]1[S:32][CH:33]=[CH:34][N:35]=1. The catalyst is O1CCCC1. The product is [O:1]([C:8]1[CH:14]=[CH:13][CH:12]=[CH:11][C:9]=1[NH:10][C:24]([NH:25][C:26]([NH:30][C:31]1[S:32][CH:33]=[CH:34][N:35]=1)=[O:27])=[O:29])[C:2]1[CH:3]=[CH:4][CH:5]=[CH:6][CH:7]=1. The yield is 0.550.